This data is from Catalyst prediction with 721,799 reactions and 888 catalyst types from USPTO. The task is: Predict which catalyst facilitates the given reaction. (1) Reactant: [Br:1][CH2:2][CH2:3][CH2:4][CH2:5]/[CH:6]=[CH:7]\[CH:8]=[CH:9]/[CH2:10][CH2:11][CH2:12][CH2:13]Br.[N:15]1[C:24]2[CH2:23][CH2:22][CH2:21][CH2:20][C:19]=2[CH:18]=[CH:17][CH:16]=1. Product: [Br-:1].[Br-:1].[CH2:2]([N+:15]1[C:24]2[CH2:23][CH2:22][CH2:21][CH2:20][C:19]=2[CH:18]=[CH:17][CH:16]=1)[CH2:3][CH2:4][CH2:5]/[CH:6]=[CH:7]\[CH:8]=[CH:9]/[CH2:10][CH2:11][CH2:12][CH2:13][N+:15]1[C:24]2[CH2:23][CH2:22][CH2:21][CH2:20][C:19]=2[CH:18]=[CH:17][CH:16]=1. The catalyst class is: 10. (2) Reactant: [OH:1][C:2]1[CH:11]=[C:10]([OH:12])[CH:9]=[C:8]2[C:3]=1[C:4](=[O:21])[C:5](C(=O)COC)=[C:6]([CH2:13][O:14][CH3:15])[O:7]2.C([O-])([O-])=O.[K+].[K+].Cl. Product: [OH:1][C:2]1[C:3]2[C:4](=[O:21])[CH:5]=[C:6]([CH2:13][O:14][CH3:15])[O:7][C:8]=2[CH:9]=[C:10]([OH:12])[CH:11]=1. The catalyst class is: 6. (3) Reactant: [CH2:1]([O:8][C:9]1[CH:14]=[C:13]([O:15][CH2:16][C:17]2[CH:22]=[CH:21][CH:20]=[CH:19][CH:18]=2)[CH:12]=[C:11]([O:23][C:24]2[CH:29]=[CH:28][C:27]([N+:30]([O-:32])=[O:31])=[CH:26][CH:25]=2)[C:10]=1[C:33]1[O:37][N:36]=[C:35]([C:38]([O:40]CC)=[O:39])[CH:34]=1)[C:2]1[CH:7]=[CH:6][CH:5]=[CH:4][CH:3]=1.[OH-].[K+].Cl. Product: [CH2:1]([O:8][C:9]1[CH:14]=[C:13]([O:15][CH2:16][C:17]2[CH:22]=[CH:21][CH:20]=[CH:19][CH:18]=2)[CH:12]=[C:11]([O:23][C:24]2[CH:29]=[CH:28][C:27]([N+:30]([O-:32])=[O:31])=[CH:26][CH:25]=2)[C:10]=1[C:33]1[O:37][N:36]=[C:35]([C:38]([OH:40])=[O:39])[CH:34]=1)[C:2]1[CH:3]=[CH:4][CH:5]=[CH:6][CH:7]=1. The catalyst class is: 162. (4) Reactant: [CH:1](=[C:3]1[CH2:8][CH2:7][N:6]([C:9]([O:11][C:12]([CH3:15])([CH3:14])[CH3:13])=[O:10])[CH2:5][CH2:4]1)[CH3:2].ClC1C=C(C=CC=1)C(OO)=[O:21]. Product: [CH3:2][CH:1]1[C:3]2([CH2:4][CH2:5][N:6]([C:9]([O:11][C:12]([CH3:14])([CH3:13])[CH3:15])=[O:10])[CH2:7][CH2:8]2)[O:21]1. The catalyst class is: 4. (5) Reactant: [N+:1]([O-:4])(O)=[O:2].[NH2:5][C:6]1[CH:11]=[CH:10][C:9]([CH2:12][C:13]([O:15][CH3:16])=[O:14])=[CH:8][CH:7]=1. Product: [NH2:5][C:6]1[CH:7]=[CH:8][C:9]([CH2:12][C:13]([O:15][CH3:16])=[O:14])=[CH:10][C:11]=1[N+:1]([O-:4])=[O:2]. The catalyst class is: 52. (6) Reactant: CS[C:3]1[CH:4]=[C:5]2[C:11]3([CH2:15][CH2:14][N:13]([C:16]([O:18][C:19]([CH3:22])([CH3:21])[CH3:20])=[O:17])[CH2:12]3)[CH2:10][N:9]([C:23]([O:25][CH2:26][CH2:27][Si:28]([CH3:31])([CH3:30])[CH3:29])=[O:24])[C:6]2=[CH:7][CH:8]=1.Cl[C:33]1C=CC=C(C(OO)=O)C=1.[S:43]([O-:47])([O-])(=[O:45])=S.[Na+].[Na+]. Product: [CH3:33][S:43]([C:3]1[CH:4]=[C:5]2[C:11]3([CH2:15][CH2:14][N:13]([C:16]([O:18][C:19]([CH3:22])([CH3:21])[CH3:20])=[O:17])[CH2:12]3)[CH2:10][N:9]([C:23]([O:25][CH2:26][CH2:27][Si:28]([CH3:31])([CH3:29])[CH3:30])=[O:24])[C:6]2=[CH:7][CH:8]=1)(=[O:47])=[O:45]. The catalyst class is: 2. (7) Reactant: [Br:1][C:2]1[CH:3]=[CH:4][C:5]([OH:8])=[N:6][CH:7]=1.[H-].[Na+].Br[CH2:12][C:13]1[CH:14]=[C:15]([CH:20]=[CH:21][CH:22]=1)[C:16]([O:18][CH3:19])=[O:17]. Product: [Br:1][C:2]1[CH:3]=[CH:4][C:5](=[O:8])[N:6]([CH2:12][C:13]2[CH:14]=[C:15]([CH:20]=[CH:21][CH:22]=2)[C:16]([O:18][CH3:19])=[O:17])[CH:7]=1. The catalyst class is: 3.